From a dataset of Full USPTO retrosynthesis dataset with 1.9M reactions from patents (1976-2016). Predict the reactants needed to synthesize the given product. (1) Given the product [CH3:1][O:2][C:3]([C:5]1[S:9][CH:8]=[N:7][C:6]=1[N:10]1[C:21](=[O:20])[NH:22][C:23]([CH:24]([NH:38][C:39]2[CH:40]=[CH:41][C:42]([C:45]#[N:46])=[CH:43][CH:44]=2)[C:25]2[CH:30]=[C:29]([O:31][CH3:32])[CH:28]=[C:27]([O:33][CH2:34][CH2:35][OH:36])[C:26]=2[F:37])=[N:11]1)=[O:4], predict the reactants needed to synthesize it. The reactants are: [CH3:1][O:2][C:3]([C:5]1[S:9][CH:8]=[N:7][C:6]=1[NH:10][NH2:11])=[O:4].C(N(CC)CC)C.C[O:20][C:21](=O)[N:22]=[C:23](SC)[C:24](=[N:38][C:39]1[CH:44]=[CH:43][C:42]([C:45]#[N:46])=[CH:41][CH:40]=1)[C:25]1[CH:30]=[C:29]([O:31][CH3:32])[CH:28]=[C:27]([O:33][CH2:34][CH2:35][OH:36])[C:26]=1[F:37]. (2) Given the product [F:15][C:2]([F:1])([C:11]([F:12])([F:13])[F:14])[CH2:3][CH2:4][S:5]([CH:8]([CH2:22][CH2:21][S:20][C:17]([F:19])([F:18])[F:16])[C:9]#[N:10])(=[O:6])=[O:7], predict the reactants needed to synthesize it. The reactants are: [F:1][C:2]([F:15])([C:11]([F:14])([F:13])[F:12])[CH2:3][CH2:4][S:5]([CH2:8][C:9]#[N:10])(=[O:7])=[O:6].[F:16][C:17]([S:20][CH2:21][CH2:22]OS(C(F)(F)F)(=O)=O)([F:19])[F:18].C([O-])([O-])=O.[K+].[K+]. (3) Given the product [F:17][C:5]1[C:6]([C:8]2[N:12]([CH:13]([CH3:14])[CH3:15])[C:11]([CH3:16])=[N:10][CH:9]=2)=[N:7][C:2]([NH:1][C:19]2[CH:28]=[CH:27][C:22]([C:23]([O:25][CH3:26])=[O:24])=[CH:21][N:20]=2)=[N:3][CH:4]=1, predict the reactants needed to synthesize it. The reactants are: [NH2:1][C:2]1[N:7]=[C:6]([C:8]2[N:12]([CH:13]([CH3:15])[CH3:14])[C:11]([CH3:16])=[N:10][CH:9]=2)[C:5]([F:17])=[CH:4][N:3]=1.Cl[C:19]1[CH:28]=[CH:27][C:22]([C:23]([O:25][CH3:26])=[O:24])=[CH:21][N:20]=1.C1C=CC(P(C2C(C3C(P(C4C=CC=CC=4)C4C=CC=CC=4)=CC=C4C=3C=CC=C4)=C3C(C=CC=C3)=CC=2)C2C=CC=CC=2)=CC=1. (4) Given the product [CH2:20]([O:19][P:18]([CH2:17][C:16]1[CH:26]=[CH:27][C:13]([NH:12][C:4]2[N:3]=[C:2]([NH:30][C:31]3[CH:32]=[CH:33][C:34]([N:42]4[CH2:47][CH2:46][NH:45][CH:44]([C:48]([OH:50])=[O:49])[CH2:43]4)=[C:35]4[C:39]=3[C:38](=[O:40])[N:37]([CH3:41])[CH2:36]4)[C:7]([C:8]([F:11])([F:10])[F:9])=[CH:6][N:5]=2)=[C:14]([O:28][CH3:29])[CH:15]=1)([O:22][CH2:23][CH3:24])=[O:25])[CH3:21].[F:52][C:53]([F:58])([F:57])[C:54]([OH:56])=[O:55], predict the reactants needed to synthesize it. The reactants are: Cl[C:2]1[C:7]([C:8]([F:11])([F:10])[F:9])=[CH:6][N:5]=[C:4]([NH:12][C:13]2[CH:27]=[CH:26][C:16]([CH2:17][P:18](=[O:25])([O:22][CH2:23][CH3:24])[O:19][CH2:20][CH3:21])=[CH:15][C:14]=2[O:28][CH3:29])[N:3]=1.[NH2:30][C:31]1[CH:32]=[CH:33][C:34]([N:42]2[CH2:47][CH2:46][NH:45][CH:44]([C:48]([O:50]C)=[O:49])[CH2:43]2)=[C:35]2[C:39]=1[C:38](=[O:40])[N:37]([CH3:41])[CH2:36]2.[F:52][C:53]([F:58])([F:57])[C:54]([OH:56])=[O:55].C(O)C(F)(F)F.O.[OH-].[Li+].